Dataset: Full USPTO retrosynthesis dataset with 1.9M reactions from patents (1976-2016). Task: Predict the reactants needed to synthesize the given product. Given the product [C:1]([C:5]1[CH:10]=[CH:9][C:8]([C:11]2[C:24]3[C:25]4=[C:26]5[C:21](=[CH:22][CH:23]=3)[CH:20]=[C:19]([C:37]3[CH:42]=[CH:41][CH:40]=[CH:39][CH:38]=3)[CH:18]=[C:17]5[CH:16]=[CH:15][C:14]4=[CH:13][CH:12]=2)=[CH:7][CH:6]=1)([CH3:3])([CH3:4])[CH3:2], predict the reactants needed to synthesize it. The reactants are: [C:1]([C:5]1[CH:10]=[CH:9][C:8]([C:11]2[C:24]3[C:25]4=[C:26]5[C:21](=[CH:22][CH:23]=3)[CH:20]=[C:19](B3OC(C)(C)C(C)(C)O3)[CH:18]=[C:17]5[CH:16]=[CH:15][C:14]4=[CH:13][CH:12]=2)=[CH:7][CH:6]=1)([CH3:4])([CH3:3])[CH3:2].Br[C:37]1[CH:42]=[CH:41][CH:40]=[CH:39][CH:38]=1.P([O-])([O-])([O-])=O.[K+].[K+].[K+].CN(C)C=O.